This data is from Forward reaction prediction with 1.9M reactions from USPTO patents (1976-2016). The task is: Predict the product of the given reaction. Given the reactants C(OC([N:8]1[C:16]2C(=CC=C(Cl)C=2)/[C:10](=[CH:18]/[C:19]2[CH:24]=[CH:23][CH:22]=[C:21]([Cl:25])[CH:20]=2)/[C:9]1=[O:26])=O)(C)(C)C.ClC1C(C)=CC(OC2CCOCC2)=C(C=[N:35]C(O[Si](C)(C)C)=C)C=1.F[C:52](F)(F)[C:53]([OH:55])=O.[C:58]1(C)[CH:63]=[CH:62][CH:61]=[CH:60][CH:59]=1, predict the reaction product. The product is: [Cl:25][C:21]1[CH:20]=[C:19]([CH:18]2[CH2:10][C:9](=[O:26])[NH:8][CH2:16][C:52]32[C:63]2[C:58](=[CH:59][CH:60]=[CH:61][CH:62]=2)[NH:35][C:53]3=[O:55])[CH:24]=[CH:23][CH:22]=1.